Dataset: Catalyst prediction with 721,799 reactions and 888 catalyst types from USPTO. Task: Predict which catalyst facilitates the given reaction. (1) Reactant: [C:1]1([C@@H:7]2[CH2:9][C@H:8]2[C:10]([OH:12])=O)[CH:6]=[CH:5][CH:4]=[CH:3][CH:2]=1.F[P-](F)(F)(F)(F)F.C[N+](C)=C(N(C)C)ON1C2N=CC=CC=2N=N1.C(N(CC)CC)C.[CH:44]([O:47][C:48]1[N:53]=[CH:52][C:51]([C@@H:54]([NH2:56])[CH3:55])=[CH:50][CH:49]=1)([CH3:46])[CH3:45]. Product: [CH:44]([O:47][C:48]1[N:53]=[CH:52][C:51]([C@@H:54]([NH:56][C:10]([C@H:8]2[CH2:9][C@@H:7]2[C:1]2[CH:2]=[CH:3][CH:4]=[CH:5][CH:6]=2)=[O:12])[CH3:55])=[CH:50][CH:49]=1)([CH3:46])[CH3:45]. The catalyst class is: 3. (2) The catalyst class is: 22. Product: [Br:1][C:2]1[CH:7]=[CH:6][CH:5]=[CH:4][C:3]=1[CH2:8][CH2:9][O:10][CH:12]1[CH2:13][CH2:14][CH2:15][CH2:16][O:11]1. Reactant: [Br:1][C:2]1[CH:7]=[CH:6][CH:5]=[CH:4][C:3]=1[CH2:8][CH2:9][OH:10].[O:11]1[CH:16]=[CH:15][CH2:14][CH2:13][CH2:12]1.O.C1(C)C=CC(S(O)(=O)=O)=CC=1.C(=O)([O-])O.[Na+].